Dataset: Full USPTO retrosynthesis dataset with 1.9M reactions from patents (1976-2016). Task: Predict the reactants needed to synthesize the given product. (1) Given the product [NH2:1][C:4]1[CH:5]=[C:6]([C:10]2[CH:19]=[CH:18][C:13]([C:14]([O:16][CH3:17])=[O:15])=[CH:12][CH:11]=2)[CH:7]=[CH:8][CH:9]=1, predict the reactants needed to synthesize it. The reactants are: [N+:1]([C:4]1[CH:5]=[C:6]([C:10]2[CH:19]=[CH:18][C:13]([C:14]([O:16][CH3:17])=[O:15])=[CH:12][CH:11]=2)[CH:7]=[CH:8][CH:9]=1)([O-])=O.Cl.C(=O)(O)[O-].[Na+]. (2) Given the product [Br:8][C:9]1[CH:17]=[C:16]2[C:12]([C:13]([CH3:18])([CH3:19])[CH2:14][CH2:15]2)=[CH:11][C:10]=1[O:20][C:21]1[S:22][CH:23]=[C:24]([C:26]([NH:28][C:29]2[C:30]([O:51][CH3:52])=[N:31][C:32]([NH:37][CH2:38][CH2:39][NH:40][CH:48]([CH3:49])[CH3:50])=[N:33][C:34]=2[O:35][CH3:36])=[O:27])[N:25]=1.[NH3:25], predict the reactants needed to synthesize it. The reactants are: FC(F)(F)C(O)=O.[Br:8][C:9]1[CH:17]=[C:16]2[C:12]([C:13]([CH3:19])([CH3:18])[CH2:14][CH2:15]2)=[CH:11][C:10]=1[O:20][C:21]1[S:22][CH:23]=[C:24]([C:26]([NH:28][C:29]2[C:30]([O:51][CH3:52])=[N:31][C:32]([NH:37][CH2:38][CH2:39][N:40]([CH:48]([CH3:50])[CH3:49])C(=O)OC(C)(C)C)=[N:33][C:34]=2[O:35][CH3:36])=[O:27])[N:25]=1. (3) Given the product [C:32]([C:29]1[CH:30]=[CH:31][C:26]([C:23]2[CH:22]=[CH:21][C:20]([CH2:19][C@H:18]([NH:34][C:35]([C@@H:37]3[CH2:46][C:45]4[CH:44]=[C:43]5[O:47][CH2:48][C@H:49]([C:51]6[CH:56]=[CH:55][C:54]([O:57][CH2:58][C:59]7[CH:64]=[CH:63][C:62]([Cl:65])=[C:61]([Cl:66])[CH:60]=7)=[CH:53][CH:52]=6)[O:50][C:42]5=[CH:41][C:40]=4[CH2:39][N:38]3[C:11]([C:9]3[N:10]=[C:6]([CH3:5])[O:7][C:8]=3[CH3:14])=[O:13])=[O:36])[C:17]([OH:67])=[O:16])=[CH:25][CH:24]=2)=[CH:27][CH:28]=1)#[N:33], predict the reactants needed to synthesize it. The reactants are: C(Cl)CCl.[CH3:5][C:6]1[O:7][C:8]([CH3:14])=[C:9]([C:11]([OH:13])=O)[N:10]=1.C[O:16][C:17](=[O:67])[C@@H:18]([NH:34][C:35]([C@@H:37]1[CH2:46][C:45]2[CH:44]=[C:43]3[O:47][CH2:48][C@H:49]([C:51]4[CH:56]=[CH:55][C:54]([O:57][CH2:58][C:59]5[CH:64]=[CH:63][C:62]([Cl:65])=[C:61]([Cl:66])[CH:60]=5)=[CH:53][CH:52]=4)[O:50][C:42]3=[CH:41][C:40]=2[CH2:39][NH:38]1)=[O:36])[CH2:19][C:20]1[CH:25]=[CH:24][C:23]([C:26]2[CH:31]=[CH:30][C:29]([C:32]#[N:33])=[CH:28][CH:27]=2)=[CH:22][CH:21]=1. (4) The reactants are: [C:1]([C:5]1[N:6]=[C:7]([N:22]2[CH2:27][CH2:26]O[CH2:24][CH2:23]2)[C:8]2[N:13]=[N:12][N:11]([CH2:14][C:15]3[CH:20]=[CH:19][CH:18]=[CH:17][C:16]=3[Cl:21])[C:9]=2[N:10]=1)([CH3:4])([CH3:3])[CH3:2].C(C1N=C(Cl)C2N=NN(CC3C=CC=CC=3Cl)C=2N=1)(C)(C)C.Cl.[F:51][C@H]1CCNC1. Given the product [C:1]([C:5]1[N:6]=[C:7]([N:22]2[CH2:27][CH2:26][C@H:24]([F:51])[CH2:23]2)[C:8]2[N:13]=[N:12][N:11]([CH2:14][C:15]3[CH:20]=[CH:19][CH:18]=[CH:17][C:16]=3[Cl:21])[C:9]=2[N:10]=1)([CH3:4])([CH3:3])[CH3:2], predict the reactants needed to synthesize it. (5) Given the product [NH2:30][C:31]1[C:36]([C:37]#[N:38])=[C:35]([NH:1][C@H:2]([C:13]2[N:18]([C:19]3[CH:24]=[CH:23][CH:22]=[CH:21][CH:20]=3)[C:17](=[O:25])[C:16]3=[C:26]([CH3:29])[CH:27]=[CH:28][N:15]3[N:14]=2)[CH2:3][CH2:4][O:5][CH2:6][C:7]2[CH:8]=[CH:9][CH:10]=[CH:11][CH:12]=2)[N:34]=[CH:33][N:32]=1, predict the reactants needed to synthesize it. The reactants are: [NH2:1][C@H:2]([C:13]1[N:18]([C:19]2[CH:24]=[CH:23][CH:22]=[CH:21][CH:20]=2)[C:17](=[O:25])[C:16]2=[C:26]([CH3:29])[CH:27]=[CH:28][N:15]2[N:14]=1)[CH2:3][CH2:4][O:5][CH2:6][C:7]1[CH:12]=[CH:11][CH:10]=[CH:9][CH:8]=1.[NH2:30][C:31]1[C:36]([C:37]#[N:38])=[C:35](Cl)[N:34]=[CH:33][N:32]=1.C(N(CC)C(C)C)(C)C.